Dataset: Full USPTO retrosynthesis dataset with 1.9M reactions from patents (1976-2016). Task: Predict the reactants needed to synthesize the given product. (1) The reactants are: [CH3:1][C:2]([CH3:58])([CH3:57])[C@H:3]([N:43]1[CH2:47][CH2:46][N:45]([CH2:48][C:49]2[CH:54]=[CH:53][CH:52]=[C:51]([CH3:55])[N:50]=2)[C:44]1=[O:56])[C:4]([NH:6][C@@H:7]([CH2:36][C:37]1[CH:42]=[CH:41][CH:40]=[CH:39][CH:38]=1)[CH2:8][C@H:9]([OH:35])[C@@H:10]([NH:24]C(=O)OCC1C=CC=CC=1)[CH2:11][C:12]1[CH:17]=[CH:16][C:15]([C:18]2[CH:23]=[CH:22][N:21]=[CH:20][CH:19]=2)=[CH:14][CH:13]=1)=[O:5].Cl. Given the product [NH2:24][C@@H:10]([CH2:11][C:12]1[CH:17]=[CH:16][C:15]([C:18]2[CH:19]=[CH:20][N:21]=[CH:22][CH:23]=2)=[CH:14][CH:13]=1)[C@@H:9]([OH:35])[CH2:8][C@@H:7]([NH:6][C:4](=[O:5])[C@@H:3]([N:43]1[CH2:47][CH2:46][N:45]([CH2:48][C:49]2[CH:54]=[CH:53][CH:52]=[C:51]([CH3:55])[N:50]=2)[C:44]1=[O:56])[C:2]([CH3:57])([CH3:1])[CH3:58])[CH2:36][C:37]1[CH:38]=[CH:39][CH:40]=[CH:41][CH:42]=1, predict the reactants needed to synthesize it. (2) The reactants are: [C:1]1([C:7]2[CH:8]=[C:9]([C:12](OCC)=[O:13])[NH:10][CH:11]=2)[CH:6]=[CH:5][CH:4]=[CH:3][CH:2]=1.[H-].[Al+3].[Li+].[H-].[H-].[H-].S([O-])([O-])(=O)=O.[Na+].[Na+]. Given the product [C:1]1([C:7]2[CH:8]=[C:9]([CH2:12][OH:13])[NH:10][CH:11]=2)[CH:2]=[CH:3][CH:4]=[CH:5][CH:6]=1, predict the reactants needed to synthesize it. (3) Given the product [C:1]([O:5][C:6](=[O:20])[NH:7][CH:8]1[C:16]2[C:11](=[CH:12][CH:13]=[C:14]([NH2:17])[CH:15]=2)[CH2:10][CH2:9]1)([CH3:4])([CH3:2])[CH3:3], predict the reactants needed to synthesize it. The reactants are: [C:1]([O:5][C:6](=[O:20])[NH:7][CH:8]1[C:16]2[C:11](=[CH:12][CH:13]=[C:14]([N+:17]([O-])=O)[CH:15]=2)[CH2:10][CH2:9]1)([CH3:4])([CH3:3])[CH3:2].[O-][Si]([O-])=O.[Mg+2].